This data is from Reaction yield outcomes from USPTO patents with 853,638 reactions. The task is: Predict the reaction yield, written as a fraction of the theoretical maximum amount of product (1.0 means a 100% yield; for example, 0.34 means a 34% yield). (1) The reactants are [NH2:1][C:2]1[CH:23]=[CH:22][C:5]([O:6][C:7]2[N:12]=[C:11]3[S:13][C:14]([NH:16][C:17]([CH:19]4[CH2:21][CH2:20]4)=[O:18])=[N:15][C:10]3=[CH:9][CH:8]=2)=[C:4]([F:24])[CH:3]=1.[F:25][C:26]1[CH:31]=[CH:30][C:29]([N:32]2[C:37]([CH3:38])=[CH:36][CH:35]=[C:34]([C:39](O)=[O:40])[C:33]2=[O:42])=[CH:28][CH:27]=1.CN(C(ON1N=NC2C=CC=NC1=2)=[N+](C)C)C.F[P-](F)(F)(F)(F)F.C(N(CC)C(C)C)(C)C. The catalyst is CN(C=O)C.C(OCC)(=O)C.O1CCCC1. The product is [CH:19]1([C:17]([NH:16][C:14]2[S:13][C:11]3[C:10]([N:15]=2)=[CH:9][CH:8]=[C:7]([O:6][C:5]2[CH:22]=[CH:23][C:2]([NH:1][C:39]([C:34]4[C:33](=[O:42])[N:32]([C:29]5[CH:28]=[CH:27][C:26]([F:25])=[CH:31][CH:30]=5)[C:37]([CH3:38])=[CH:36][CH:35]=4)=[O:40])=[CH:3][C:4]=2[F:24])[N:12]=3)=[O:18])[CH2:21][CH2:20]1. The yield is 0.880. (2) The reactants are [NH2:1][C:2]1[C:7]([C:8]2[N:26]([C:27]3[CH:32]=[CH:31][C:30]([C:33]4([NH:37]C(=O)OC(C)(C)C)[CH2:36][CH2:35][CH2:34]4)=[CH:29][CH:28]=3)[C:11]3=[N:12][C:13]([C:16]4[CH:21]=[CH:20][CH:19]=[C:18]([NH:22][CH2:23][CH2:24][OH:25])[CH:17]=4)=[CH:14][CH:15]=[C:10]3[N:9]=2)=[CH:6][CH:5]=[CH:4][N:3]=1.[ClH:45].O1CCOCC1. The catalyst is C(Cl)Cl. The product is [ClH:45].[ClH:45].[ClH:45].[NH2:37][C:33]1([C:30]2[CH:31]=[CH:32][C:27]([N:26]3[C:11]4=[N:12][C:13]([C:16]5[CH:17]=[C:18]([NH:22][CH2:23][CH2:24][OH:25])[CH:19]=[CH:20][CH:21]=5)=[CH:14][CH:15]=[C:10]4[N:9]=[C:8]3[C:7]3[C:2]([NH2:1])=[N:3][CH:4]=[CH:5][CH:6]=3)=[CH:28][CH:29]=2)[CH2:34][CH2:35][CH2:36]1. The yield is 0.826. (3) The reactants are Br[C:2]1[CH:3]=[C:4]2[C:8](=[CH:9][CH:10]=1)[NH:7][CH:6]=[C:5]2[C:11]#[N:12].[C:13]([O-:16])(=[O:15])C.[Na+].[CH2:18](O)[CH3:19]. No catalyst specified. The product is [C:11]([C:5]1[C:4]2[C:8](=[CH:9][CH:10]=[C:2]([C:13]([O:16][CH2:18][CH3:19])=[O:15])[CH:3]=2)[NH:7][CH:6]=1)#[N:12]. The yield is 0.410. (4) The reactants are [Br:1][C:2]1[CH:7]=[CH:6][C:5]([NH2:8])=[C:4]([F:9])[CH:3]=1.C[Si]([N-][Si](C)(C)C)(C)C.[Li+].[CH3:20][O:21][C:22]([C:24]1[CH:29]=[CH:28][C:27](=[O:30])[N:26]([CH3:31])[C:25]=1Cl)=[O:23]. The catalyst is C1COCC1. The yield is 0.650. The product is [CH3:20][O:21][C:22]([C:24]1[CH:29]=[CH:28][C:27](=[O:30])[N:26]([CH3:31])[C:25]=1[NH:8][C:5]1[CH:6]=[CH:7][C:2]([Br:1])=[CH:3][C:4]=1[F:9])=[O:23]. (5) The reactants are [C:1]([NH:5][C:6]1[CH:7]=[C:8]([CH:12]2[CH2:17][CH2:16][N:15]([C:18]([O:20][C:21]([CH3:24])([CH3:23])[CH3:22])=[O:19])[CH2:14][CH2:13]2)[CH:9]=[CH:10][CH:11]=1)(=[O:4])[CH2:2][CH3:3].N[C:26]1C=C(C2CCN(C(OC(C)(C)C)=O)CC2)C=CC=1.C1(C(Cl)=O)CC1. No catalyst specified. The product is [CH:2]1([C:1]([NH:5][C:6]2[CH:7]=[C:8]([CH:12]3[CH2:17][CH2:16][N:15]([C:18]([O:20][C:21]([CH3:23])([CH3:22])[CH3:24])=[O:19])[CH2:14][CH2:13]3)[CH:9]=[CH:10][CH:11]=2)=[O:4])[CH2:26][CH2:3]1. The yield is 1.00. (6) The reactants are [S:1]1[CH:5]=[C:4]([CH:6]=[O:7])[C:3]2[CH:8]=[CH:9][CH:10]=[CH:11][C:2]1=2.[Li+].[Cl-].II.I[C:17]1S[C:20]2[CH:22]=[CH:23][CH:24]=[CH:25][C:19]=2[C:18]=1C=O.C1(C#C)C=CC=CC=1. The catalyst is C1COCC1.[Cu]I.C1C=CC(/C=C/C(/C=C/C2C=CC=CC=2)=O)=CC=1.C1C=CC(/C=C/C(/C=C/C2C=CC=CC=2)=O)=CC=1.[Pd].CCN(CC)CC. The product is [C:19]1([C:18]#[C:17][C:5]2[S:1][C:2]3[CH:11]=[CH:10][CH:9]=[CH:8][C:3]=3[C:4]=2[CH:6]=[O:7])[CH:25]=[CH:24][CH:23]=[CH:22][CH:20]=1. The yield is 0.630.